From a dataset of Forward reaction prediction with 1.9M reactions from USPTO patents (1976-2016). Predict the product of the given reaction. (1) Given the reactants [N:1]([CH:4]1[CH2:9][CH2:8][CH:7]([O:10][C:11]2[N:16]=[CH:15][CH:14]=[CH:13][N:12]=2)[CH2:6][CH2:5]1)=[N+:2]=[N-:3].[CH3:17][S:18]([C:21]1[CH:26]=[CH:25][C:24]([O:27][CH2:28][C:29]#[CH:30])=[CH:23][CH:22]=1)(=[O:20])=[O:19].O=C1O[C@H]([C@H](CO)O)C([O-])=C1O.[Na+], predict the reaction product. The product is: [CH3:17][S:18]([C:21]1[CH:26]=[CH:25][C:24]([O:27][CH2:28][C:29]2[N:3]=[N:2][N:1]([CH:4]3[CH2:9][CH2:8][CH:7]([O:10][C:11]4[N:12]=[CH:13][CH:14]=[CH:15][N:16]=4)[CH2:6][CH2:5]3)[CH:30]=2)=[CH:23][CH:22]=1)(=[O:19])=[O:20]. (2) Given the reactants [O-:1][S:2]([C:5]([F:8])([F:7])[F:6])(=[O:4])=[O:3].[CH3:9][O:10][C:11]1[CH:12]=[C:13]2[C:18](=[CH:19][CH:20]=1)[N+:17]([CH3:21])=[C:16]([CH3:22])[CH:15]=[CH:14]2.[CH3:23][C:24]1[N:25]([C:32]2[CH:37]=[CH:36][CH:35]=[CH:34][CH:33]=2)[C:26]([CH3:31])=[CH:27][C:28]=1[CH:29]=O, predict the reaction product. The product is: [O-:4][S:2]([C:5]([F:8])([F:7])[F:6])(=[O:3])=[O:1].[CH3:9][O:10][C:11]1[CH:12]=[C:13]2[C:18](=[CH:19][CH:20]=1)[N+:17]([CH3:21])=[C:16](/[CH:22]=[CH:29]/[C:28]1[CH:27]=[C:26]([CH3:31])[N:25]([C:32]3[CH:37]=[CH:36][CH:35]=[CH:34][CH:33]=3)[C:24]=1[CH3:23])[CH:15]=[CH:14]2. (3) Given the reactants [Cl:1][C:2]1[CH:7]=[CH:6][N:5]2[C:8](I)=[C:9]([CH2:11][N:12]3[C:16]4[CH:17]=[N:18][CH:19]=[CH:20][C:15]=4[N:14]([CH:21]4[CH2:23][CH2:22]4)[C:13]3=[O:24])[N:10]=[C:4]2[CH:3]=1.ClC1C=CN=C(N)C=1.CCN(CC)CC.C1(P(C2C=CC=CC=2)C2C=CC=CC=2)C=CC=CC=1.[O:60]1[CH2:65][CH2:64][N:63]([C:66](=[O:69])[CH:67]=[CH2:68])[CH2:62][CH2:61]1, predict the reaction product. The product is: [Cl:1][C:2]1[CH:7]=[CH:6][N:5]2[C:8](/[CH:68]=[CH:67]/[C:66]([N:63]3[CH2:64][CH2:65][O:60][CH2:61][CH2:62]3)=[O:69])=[C:9]([CH2:11][N:12]3[C:16]4[CH:17]=[N:18][CH:19]=[CH:20][C:15]=4[N:14]([CH:21]4[CH2:23][CH2:22]4)[C:13]3=[O:24])[N:10]=[C:4]2[CH:3]=1. (4) Given the reactants [CH3:1][O:2][C:3]1[CH:4]=[C:5]([CH:8]=[C:9]([O:12][CH3:13])[C:10]=1[CH3:11])[C:6]#[N:7].[Br:14]N1C(=O)CCC1=O.C(OOC(=O)C1C=CC=CC=1)(=O)C1C=CC=CC=1, predict the reaction product. The product is: [Br:14][CH2:11][C:10]1[C:9]([O:12][CH3:13])=[CH:8][C:5]([C:6]#[N:7])=[CH:4][C:3]=1[O:2][CH3:1]. (5) Given the reactants [Br:1][CH2:2][C:3]1[N:7]([CH2:8][CH2:9][C:10]#[N:11])[CH:6]=[N:5][C:4]=1[N+:12]([O-:14])=[O:13].S(=O)(=O)(O)[OH:16], predict the reaction product. The product is: [Br:1][CH2:2][C:3]1[N:7]([CH2:8][CH2:9][C:10]([NH2:11])=[O:16])[CH:6]=[N:5][C:4]=1[N+:12]([O-:14])=[O:13]. (6) Given the reactants [Cl:1][C:2]1[CH:10]=[C:9]([SH:11])[CH:8]=[CH:7][C:3]=1[C:4]([OH:6])=[O:5].O.[C:13](=O)([O-])O.[Na+], predict the reaction product. The product is: [Cl:1][C:2]1[CH:10]=[C:9]([SH:11])[CH:8]=[CH:7][C:3]=1[C:4]([O:6][CH3:13])=[O:5]. (7) The product is: [ClH:1].[ClH:27].[Cl:27][C:28]1[CH:34]=[C:33]([Cl:35])[C:32]([O:36][CH3:37])=[CH:31][C:29]=1[NH:30][C:2]1[C:11]2[C:6](=[CH:7][C:8]3[CH:15]=[C:14]([O:16][CH2:17][CH2:18][N:19]4[CH2:20][CH2:21][O:22][CH2:23][CH2:24]4)[C:13]([O:25][CH3:26])=[CH:12][C:9]=3[CH:10]=2)[N:5]=[CH:4][N:3]=1. Given the reactants [Cl:1][C:2]1[C:11]2[C:6](=[CH:7][C:8]3[CH:15]=[C:14]([O:16][CH2:17][CH2:18][N:19]4[CH2:24][CH2:23][O:22][CH2:21][CH2:20]4)[C:13]([O:25][CH3:26])=[CH:12][C:9]=3[CH:10]=2)[N:5]=[CH:4][N:3]=1.[Cl:27][C:28]1[CH:34]=[C:33]([Cl:35])[C:32]([O:36][CH3:37])=[CH:31][C:29]=1[NH2:30].Cl.N1C=CC=CC=1, predict the reaction product.